This data is from Cav3 T-type calcium channel HTS with 100,875 compounds. The task is: Binary Classification. Given a drug SMILES string, predict its activity (active/inactive) in a high-throughput screening assay against a specified biological target. (1) The molecule is s1c2CCCCc2c(c1NC(=S)NC(=O)c1c(cccc1)C)C#N. The result is 0 (inactive). (2) The result is 0 (inactive). The molecule is O1C(CC(=O)NCCCN(CCCC)C)C(=O)Nc2c1cccc2. (3) The drug is O1CCN(CC1)C(=O)c1c2c3c(CCc3ccc2)cc1. The result is 0 (inactive). (4) The drug is o1[n+]([O-])c2c(n1)c1c(nncc1)cc2. The result is 0 (inactive). (5) The molecule is O=C(NCCCc1ccccc1)C1C(CCCC1)C(O)=O. The result is 0 (inactive). (6) The compound is Brc1ccc(C=2N=C(N3CCOCC3)C(=C(SC2)Nc2ccccc2)C#N)cc1. The result is 0 (inactive). (7) The result is 0 (inactive). The drug is s1c(c(c2c1nc(SCC(=O)Nc1noc(c1)C)n(c2=O)c1cc(OC)ccc1)C)CC. (8) The compound is Brc1oc(C(=O)N(Cc2c(n(nc2)C)C)C)cc1. The result is 0 (inactive). (9) The molecule is s1c(c2nn(nn2)CC(=O)N(C(C(=O)NCC2OCCC2)c2ccc(F)cc2)Cc2ccc(F)cc2)ccc1. The result is 0 (inactive).